The task is: Predict the product of the given reaction.. This data is from Forward reaction prediction with 1.9M reactions from USPTO patents (1976-2016). Given the reactants [F:1][C:2]1[CH:7]=[C:6]([OH:8])[CH:5]=[CH:4][C:3]=1[N:9]1[C:13](I)=[C:12]([C:15]#[N:16])[C:11]([CH3:17])=[N:10]1.C([Sn](CCCC)(CCCC)[C:23]1[C:27]([CH3:28])=[CH:26][S:25][C:24]=1[CH3:29])CCC, predict the reaction product. The product is: [CH3:29][C:24]1[S:25][CH:26]=[C:27]([CH3:28])[C:23]=1[C:13]1[N:9]([C:3]2[CH:4]=[CH:5][C:6]([OH:8])=[CH:7][C:2]=2[F:1])[N:10]=[C:11]([CH3:17])[C:12]=1[C:15]#[N:16].